This data is from Reaction yield outcomes from USPTO patents with 853,638 reactions. The task is: Predict the reaction yield, written as a fraction of the theoretical maximum amount of product (1.0 means a 100% yield; for example, 0.34 means a 34% yield). (1) The reactants are [F:1][CH:2]([F:14])[O:3][C:4]1[CH:8]=[C:7]([C:9]([O:11][CH3:12])=[O:10])[N:6]([CH3:13])[N:5]=1.[Br:15]Br.O.S(=O)(O)[O-].[Na+]. The catalyst is C(Cl)(Cl)Cl. The product is [Br:15][C:8]1[C:4]([O:3][CH:2]([F:1])[F:14])=[N:5][N:6]([CH3:13])[C:7]=1[C:9]([O:11][CH3:12])=[O:10]. The yield is 0.820. (2) The reactants are [NH:1]1[C:9]2[C:4](=[C:5]([N:10]3[CH2:15][CH2:14][N:13]([CH2:16][C:17]4[CH:26]=[CH:25][C:24]5[C:19](=[CH:20][CH:21]=[CH:22][CH:23]=5)[N:18]=4)[CH2:12][CH2:11]3)[CH:6]=[CH:7][CH:8]=2)[CH:3]=[CH:2]1.BrCC1C=CC2C(=CC=C([O:39][C:40]([O:42][C:43]([CH3:46])([CH3:45])[CH3:44])=[O:41])C=2)N=1. No catalyst specified. The product is [C:43]([O:42][C:40]([O:41][C:22]1[CH:23]=[C:24]2[C:19](=[CH:20][CH:21]=1)[N:18]=[C:17]([CH2:16][N:13]1[CH2:14][CH2:15][N:10]([C:5]3[CH:6]=[CH:7][CH:8]=[C:9]4[C:4]=3[CH:3]=[CH:2][NH:1]4)[CH2:11][CH2:12]1)[CH:26]=[CH:25]2)=[O:39])([CH3:46])([CH3:45])[CH3:44]. The yield is 0.370. (3) The yield is 0.160. The product is [Br:19][CH2:20][CH2:21][CH2:22][O:1][C:2]1[CH:3]=[CH:4][C:5]2[O:10][CH2:9][C:8](=[O:11])[NH:7][C:6]=2[CH:12]=1. The catalyst is C(#N)C. The reactants are [OH:1][C:2]1[CH:3]=[CH:4][C:5]2[O:10][CH2:9][C:8](=[O:11])[NH:7][C:6]=2[CH:12]=1.C(=O)([O-])[O-].[K+].[K+].[Br:19][CH2:20][CH2:21][CH2:22]Br. (4) The reactants are FC(F)(F)C([N:5]([C@@H:13]1[CH2:15][C@H:14]1[C:16]1[CH:21]=[CH:20][CH:19]=[CH:18][CH:17]=1)[CH2:6][CH:7]1[CH2:12][CH2:11][NH:10][CH2:9][CH2:8]1)=O.N1C=CC=CC=1.[C:30]1([S:36](Cl)(=[O:38])=[O:37])[CH:35]=[CH:34][CH:33]=[CH:32][CH:31]=1.[NH4+].[Cl-]. The catalyst is C(Cl)(Cl)Cl. The product is [C:16]1([C@@H:14]2[CH2:15][C@H:13]2[NH:5][CH2:6][CH:7]2[CH2:8][CH2:9][N:10]([S:36]([C:30]3[CH:35]=[CH:34][CH:33]=[CH:32][CH:31]=3)(=[O:38])=[O:37])[CH2:11][CH2:12]2)[CH:17]=[CH:18][CH:19]=[CH:20][CH:21]=1. The yield is 0.0837. (5) The reactants are [C:1]([O:5][C:6]([NH:8][C:9]1[CH:10]=[C:11]([CH3:32])[C:12]([O:15][C:16]2[CH:21]=[C:20]([O:22][CH2:23][CH2:24][O:25][CH3:26])[CH:19]=[CH:18][C:17]=2/[CH:27]=[CH:28]/[C:29](O)=[O:30])=[N:13][CH:14]=1)=[O:7])([CH3:4])([CH3:3])[CH3:2].CC1C=CC=C([N+]([O-])=O)C=1C(OC(=O)C1C([N+]([O-])=O)=CC=CC=1C)=O.[CH2:58]([S:63]([NH2:66])(=[O:65])=[O:64])[CH2:59][CH2:60][CH2:61][CH3:62].[Cl-].[NH4+]. The catalyst is C(#N)C.CN(C)C1C=CN=CC=1.C(N(CC)CC)C. The product is [C:1]([O:5][C:6](=[O:7])[NH:8][C:9]1[CH:14]=[N:13][C:12]([O:15][C:16]2[CH:21]=[C:20]([O:22][CH2:23][CH2:24][O:25][CH3:26])[CH:19]=[CH:18][C:17]=2/[CH:27]=[CH:28]/[C:29](=[O:30])[NH:66][S:63]([CH2:58][CH2:59][CH2:60][CH2:61][CH3:62])(=[O:65])=[O:64])=[C:11]([CH3:32])[CH:10]=1)([CH3:2])([CH3:3])[CH3:4]. The yield is 0.860. (6) The reactants are Br[C:2]1[S:6][C:5]([CH2:7][OH:8])=[CH:4][CH:3]=1.[CH2:9]([C:13]1[CH:18]=[CH:17][C:16](B(O)O)=[CH:15][CH:14]=1)[CH2:10][CH2:11][CH3:12].C([O-])([O-])=O.[K+].[K+]. The catalyst is C1(C)C=CC=CC=1.C1C=CC([P]([Pd]([P](C2C=CC=CC=2)(C2C=CC=CC=2)C2C=CC=CC=2)([P](C2C=CC=CC=2)(C2C=CC=CC=2)C2C=CC=CC=2)[P](C2C=CC=CC=2)(C2C=CC=CC=2)C2C=CC=CC=2)(C2C=CC=CC=2)C2C=CC=CC=2)=CC=1. The product is [CH2:9]([C:13]1[CH:18]=[CH:17][C:16]([C:2]2[S:6][C:5]([CH2:7][OH:8])=[CH:4][CH:3]=2)=[CH:15][CH:14]=1)[CH2:10][CH2:11][CH3:12]. The yield is 0.190. (7) The reactants are [OH:1][C:2]1[CH:7]=[CH:6][C:5]([C:8]2([C:14]#[N:15])[CH2:13][CH2:12][O:11][CH2:10][CH2:9]2)=[CH:4][CH:3]=1.[H-].[Na+].[CH:18]1([N:23]2[CH2:28][CH2:27][CH:26](OS(C)(=O)=O)[CH2:25][CH2:24]2)[CH2:22][CH2:21][CH2:20][CH2:19]1. The catalyst is CN(C=O)C.CC(OC)(C)C.O.[OH-].[Na+]. The product is [CH:18]1([N:23]2[CH2:28][CH2:27][CH:26]([O:1][C:2]3[CH:7]=[CH:6][C:5]([C:8]4([C:14]#[N:15])[CH2:13][CH2:12][O:11][CH2:10][CH2:9]4)=[CH:4][CH:3]=3)[CH2:25][CH2:24]2)[CH2:19][CH2:20][CH2:21][CH2:22]1. The yield is 0.130.